Task: Predict which catalyst facilitates the given reaction.. Dataset: Catalyst prediction with 721,799 reactions and 888 catalyst types from USPTO (1) Reactant: C(Cl)(=O)C(Cl)=O.CS(C)=O.[OH:11][CH2:12][CH:13]1[CH2:21][C:20]2[C:15](=[CH:16][CH:17]=[C:18]([O:22][C:23]3[CH:31]=[CH:30][C:26]([C:27]([NH2:29])=[O:28])=[CH:25][N:24]=3)[CH:19]=2)[CH2:14]1.CCN(CC)CC. Product: [CH:12]([CH:13]1[CH2:21][C:20]2[C:15](=[CH:16][CH:17]=[C:18]([O:22][C:23]3[CH:31]=[CH:30][C:26]([C:27]([NH2:29])=[O:28])=[CH:25][N:24]=3)[CH:19]=2)[CH2:14]1)=[O:11]. The catalyst class is: 2. (2) Reactant: [C:1]1([NH:11][CH2:12][CH2:13][CH2:14][O:15][C:16]2[CH:17]=[CH:18][C:19]3[CH2:25][CH:24]([CH2:26][C:27]([O:29]CC)=[O:28])[C:23]4[CH:32]=[CH:33][CH:34]=[CH:35][C:22]=4[CH2:21][C:20]=3[CH:36]=2)[C:10]2[C:5](=[CH:6][CH:7]=[CH:8][CH:9]=2)[CH:4]=[CH:3][N:2]=1.N1C=CC=CC=1NCCCOC1C=CC2C[C@H](CC(OCC)=O)C3C=CC=CC=3CC=2C=1.C(O)(C(F)(F)F)=O. Product: [C:1]1([NH:11][CH2:12][CH2:13][CH2:14][O:15][C:16]2[CH:36]=[C:20]3[CH2:21][C:22]4[CH:35]=[CH:34][CH:33]=[CH:32][C:23]=4[CH:24]([CH2:26][C:27]([OH:29])=[O:28])[CH:25]=[C:19]3[CH2:18][CH:17]=2)[C:10]2[C:5](=[CH:6][CH:7]=[CH:8][CH:9]=2)[CH:4]=[CH:3][N:2]=1. The catalyst class is: 6. (3) Reactant: Br[C:2]1[CH:7]=[C:6]([Br:8])[CH:5]=[CH:4][C:3]=1[N+:9]([O-:11])=[O:10].[NH2:12][C:13]1[CH:20]=[CH:19][C:16]([C:17]#[N:18])=[CH:15][CH:14]=1.CC([O-])(C)C.[K+].Cl. Product: [Br:8][C:6]1[CH:5]=[CH:4][C:3]([N+:9]([O-:11])=[O:10])=[C:2]([NH:12][C:13]2[CH:20]=[CH:19][C:16]([C:17]#[N:18])=[CH:15][CH:14]=2)[CH:7]=1. The catalyst class is: 3. (4) Product: [Cl:1][C:2]1[CH:3]=[N:4][C:5]2[NH:6][C:7]3[CH:8]=[CH:9][CH:10]=[C:11]([CH:26]=3)[CH2:12][CH2:13][C:14]3[CH:22]=[C:18]([NH:19][C:20]=1[N:21]=2)[CH:17]=[C:16]([NH:29][C:32](=[O:40])[O:57][C:53]([CH3:56])([CH3:55])[CH3:54])[CH:15]=3. The catalyst class is: 16. Reactant: [Cl:1][C:2]1[CH:3]=[N:4][C:5]2[NH:6][C:7]3[CH:8]=[CH:9][CH:10]=[C:11]([CH:26]=3)[CH2:12][CH2:13][C:14]3[CH:22]=[C:18]([NH:19][C:20]=1[N:21]=2)[CH:17]=[C:16](C(O)=O)[CH:15]=3.C([N:29]([CH2:32]C)CC)C.C1C=CC([O:40]P(OC2C=CC=CC=2)(N=[N+]=[N-])=O)=CC=1.[C:53]([OH:57])([CH3:56])([CH3:55])[CH3:54].